From a dataset of Forward reaction prediction with 1.9M reactions from USPTO patents (1976-2016). Predict the product of the given reaction. Given the reactants [NH2:1][C:2]1[CH:7]=[CH:6][CH:5]=[CH:4][C:3]=1[NH:8][C:9](=O)[C@@H:10]([NH:34][S:35]([C:38]1[CH:43]=[CH:42][CH:41]=[CH:40][CH:39]=1)(=[O:37])=[O:36])[CH2:11][C:12]1[CH:17]=[CH:16][C:15]([N:18]2[CH2:22][C:21](=[O:23])[NH:20][S:19]2(=[O:25])=[O:24])=[C:14]([O:26][CH2:27][C:28]2[CH:33]=[CH:32][CH:31]=[CH:30][CH:29]=2)[CH:13]=1, predict the reaction product. The product is: [NH:8]1[C:3]2[CH:4]=[CH:5][CH:6]=[CH:7][C:2]=2[N:1]=[C:9]1[C@@H:10]([NH:34][S:35]([C:38]1[CH:43]=[CH:42][CH:41]=[CH:40][CH:39]=1)(=[O:36])=[O:37])[CH2:11][C:12]1[CH:17]=[CH:16][C:15]([N:18]2[CH2:22][C:21](=[O:23])[NH:20][S:19]2(=[O:24])=[O:25])=[C:14]([O:26][CH2:27][C:28]2[CH:29]=[CH:30][CH:31]=[CH:32][CH:33]=2)[CH:13]=1.